This data is from Reaction yield outcomes from USPTO patents with 853,638 reactions. The task is: Predict the reaction yield, written as a fraction of the theoretical maximum amount of product (1.0 means a 100% yield; for example, 0.34 means a 34% yield). The reactants are [Br:1][C:2]1[CH:3]=[C:4]([CH:19]=[CH:20][CH:21]=1)[C:5]([NH:7][CH:8]([C:13]1[N:14]=[N:15][CH:16]=[CH:17][CH:18]=1)[C:9]([O:11][CH3:12])=[O:10])=O.P(Cl)(Cl)(Cl)=O. The catalyst is C(#N)C. The product is [Br:1][C:2]1[CH:3]=[C:4]([C:5]2[N:14]3[N:15]=[CH:16][CH:17]=[CH:18][C:13]3=[C:8]([C:9]([O:11][CH3:12])=[O:10])[N:7]=2)[CH:19]=[CH:20][CH:21]=1. The yield is 0.630.